This data is from Human liver microsome stability data. The task is: Regression/Classification. Given a drug SMILES string, predict its absorption, distribution, metabolism, or excretion properties. Task type varies by dataset: regression for continuous measurements (e.g., permeability, clearance, half-life) or binary classification for categorical outcomes (e.g., BBB penetration, CYP inhibition). Dataset: hlm. (1) The drug is CC(=NN=C(N)N)c1sc(-c2ccc(C#CC3CC3)cc2)nc1C. The result is 0 (unstable in human liver microsomes). (2) The result is 1 (stable in human liver microsomes). The compound is Fc1cccc(-n2cnc3c(NCc4nc5c(F)c(F)ccc5[nH]4)nc(N4CCOCC4)nc32)c1F. (3) The molecule is C[C@@H]1CN(c2ccc(F)cc2C(F)(F)F)CCN1S(=O)(=O)c1ccc(N2CCNC(=O)C2)cc1Cl. The result is 0 (unstable in human liver microsomes).